This data is from Full USPTO retrosynthesis dataset with 1.9M reactions from patents (1976-2016). The task is: Predict the reactants needed to synthesize the given product. (1) Given the product [Cl:3][C:4]1[CH:5]=[CH:6][C:7]([C:8]([NH:10][C:11]2[N:15]([CH2:16][CH:17]3[CH2:21][CH2:20][CH2:19][N:18]3[C:22]([O:24][C:25]([CH3:28])([CH3:26])[CH3:27])=[O:23])[C:14]3[CH:29]=[CH:30][C:31]([CH2:33][NH:34][C@H:41]([C:43]([CH3:46])([CH3:45])[CH3:44])[CH3:42])=[CH:32][C:13]=3[N:12]=2)=[O:9])=[CH:47][CH:48]=1, predict the reactants needed to synthesize it. The reactants are: [BH4-].[Na+].[Cl:3][C:4]1[CH:48]=[CH:47][C:7]([C:8]([NH:10][C:11]2[N:15]([CH2:16][CH:17]3[CH2:21][CH2:20][CH2:19][N:18]3[C:22]([O:24][C:25]([CH3:28])([CH3:27])[CH3:26])=[O:23])[C:14]3[CH:29]=[CH:30][C:31]([CH2:33][N:34]([C@H:41]([C:43]([CH3:46])([CH3:45])[CH3:44])[CH3:42])C(=O)C(F)(F)F)=[CH:32][C:13]=3[N:12]=2)=[O:9])=[CH:6][CH:5]=1. (2) Given the product [CH3:28][N:8]1[C:9]([C:10](=[O:27])[NH:11][C:12]2[CH:17]=[CH:16][N:15]3[N:18]=[C:19]([C:21]4[CH:26]=[CH:25][CH:24]=[CH:23][CH:22]=4)[N:20]=[C:14]3[CH:13]=2)=[C:5]([C:3]([OH:4])=[O:2])[CH:6]=[N:7]1, predict the reactants needed to synthesize it. The reactants are: C[O:2][C:3]([C:5]1[CH:6]=[N:7][N:8]([CH3:28])[C:9]=1[C:10](=[O:27])[NH:11][C:12]1[CH:17]=[CH:16][N:15]2[N:18]=[C:19]([C:21]3[CH:26]=[CH:25][CH:24]=[CH:23][CH:22]=3)[N:20]=[C:14]2[CH:13]=1)=[O:4].O.[OH-].[Li+].Cl. (3) Given the product [O:20]1[CH:21]=[CH:22][CH:23]=[C:19]1[C:4]1[N:3]=[C:2]([O:25][CH3:24])[N:10]=[C:9]2[C:5]=1[N:6]=[CH:7][N:8]2[CH2:11][O:12][CH2:13][CH2:14][Si:15]([CH3:18])([CH3:17])[CH3:16], predict the reactants needed to synthesize it. The reactants are: Cl[C:2]1[N:10]=[C:9]2[C:5]([N:6]=[CH:7][N:8]2[CH2:11][O:12][CH2:13][CH2:14][Si:15]([CH3:18])([CH3:17])[CH3:16])=[C:4]([C:19]2[O:20][CH:21]=[CH:22][CH:23]=2)[N:3]=1.[CH3:24][O-:25].[Na+]. (4) Given the product [Cl:8][C:5]1[CH:6]=[CH:7][C:2]([NH:1][S:29]([C:26]2[CH:27]=[CH:28][C:23]([C:22]3[O:18][CH:19]=[N:20][CH:21]=3)=[CH:24][CH:25]=2)(=[O:30])=[O:31])=[C:3]([C:9]([C:11]2[CH:12]=[N:13][C:14]([CH3:17])=[CH:15][CH:16]=2)=[O:10])[CH:4]=1, predict the reactants needed to synthesize it. The reactants are: [NH2:1][C:2]1[CH:7]=[CH:6][C:5]([Cl:8])=[CH:4][C:3]=1[C:9]([C:11]1[CH:12]=[N:13][C:14]([CH3:17])=[CH:15][CH:16]=1)=[O:10].[O:18]1[C:22]([C:23]2[CH:28]=[CH:27][C:26]([S:29](Cl)(=[O:31])=[O:30])=[CH:25][CH:24]=2)=[CH:21][N:20]=[CH:19]1. (5) Given the product [C:6]([OH:9])(=[O:27])[CH3:5].[NH2:1][C:2]1[N:7]([CH3:8])[C:6](=[O:9])[CH2:5][C:4]([C:11]2[CH:16]=[CH:15][CH:14]=[C:13]([C:21]3[C:22]([F:25])=[N:23][CH:24]=[C:19]([Br:18])[CH:20]=3)[CH:12]=2)([CH3:10])[N:3]=1, predict the reactants needed to synthesize it. The reactants are: [NH2:1][C:2]1[N:7]([CH3:8])[C:6](=[O:9])[CH2:5][C:4]([C:11]2[CH:16]=[CH:15][CH:14]=[C:13](Br)[CH:12]=2)([CH3:10])[N:3]=1.[Br:18][C:19]1[CH:20]=[C:21](B(O)[OH:27])[C:22]([F:25])=[N:23][CH:24]=1.